From a dataset of Full USPTO retrosynthesis dataset with 1.9M reactions from patents (1976-2016). Predict the reactants needed to synthesize the given product. (1) Given the product [CH2:20]([NH:27][CH:18]([C:15]1[CH:16]=[CH:17][N:12]=[CH:13][CH:14]=1)[C:3]1[C:2]([OH:1])=[C:11]2[C:6]([CH:7]=[CH:8][CH:9]=[N:10]2)=[CH:5][CH:4]=1)[C:21]1[CH:26]=[CH:25][CH:24]=[CH:23][CH:22]=1, predict the reactants needed to synthesize it. The reactants are: [OH:1][C:2]1[CH:3]=[CH:4][CH:5]=[C:6]2[C:11]=1[N:10]=[CH:9][CH:8]=[CH:7]2.[N:12]1[CH:17]=[CH:16][C:15]([CH:18]=O)=[CH:14][CH:13]=1.[CH2:20]([NH2:27])[C:21]1[CH:26]=[CH:25][CH:24]=[CH:23][CH:22]=1. (2) Given the product [Cl:8][C:7]1[C:2]([C:54]([O:55][CH2:43][CH3:38])=[O:52])=[N:3][CH:4]=[C:5]([O:9][CH2:10][CH2:11][CH2:12][CH2:13][CH3:14])[CH:6]=1, predict the reactants needed to synthesize it. The reactants are: Cl[C:2]1[C:7]([Cl:8])=[CH:6][C:5]([O:9][CH2:10][CH2:11][CH2:12][CH2:13][CH3:14])=[CH:4][N:3]=1.C1(P([C:38]2[CH:43]=CC=CC=2)CCCP(C2C=CC=CC=2)C2C=CC=CC=2)C=CC=CC=1.C(N(CC)CC)C.[C]=[O:52].C[CH2:54][OH:55].